Dataset: Catalyst prediction with 721,799 reactions and 888 catalyst types from USPTO. Task: Predict which catalyst facilitates the given reaction. (1) Reactant: [Br:1][CH2:2]/[CH:3]=[CH:4]/[C:5]([OH:7])=O.C(Cl)(=O)C(Cl)=O.[C:14]([N:21]1[CH2:26][CH2:25][NH:24][CH2:23][CH2:22]1)([O:16][C:17]([CH3:20])([CH3:19])[CH3:18])=[O:15].C(N(CC)CC)C. Product: [Br:1][CH2:2]/[CH:3]=[CH:4]/[C:5]([N:24]1[CH2:23][CH2:22][N:21]([C:14]([O:16][C:17]([CH3:20])([CH3:19])[CH3:18])=[O:15])[CH2:26][CH2:25]1)=[O:7]. The catalyst class is: 59. (2) Reactant: [Zn:1].[CH3:2][S:3][C:4]1[N:9]=[C:8]([C:10]2[S:14][C:13]([S:15](Cl)(=[O:17])=[O:16])=[CH:12][CH:11]=2)[CH:7]=[CH:6][N:5]=1.O. Product: [CH3:2][S:3][C:4]1[N:9]=[C:8]([C:10]2[S:14][C:13]([S:15]([Zn:1])(=[O:17])=[O:16])=[CH:12][CH:11]=2)[CH:7]=[CH:6][N:5]=1. The catalyst class is: 20. (3) Reactant: [Br:1][C:2]1[CH:3]=[C:4]([NH:10][C:11]2[N:16]=[C:15]([NH:17][CH:18]3[CH2:24][CH2:23][CH2:22][CH2:21][CH2:20][CH2:19]3)[N:14]=[C:13]([N:25]([CH3:33])[CH:26]3[CH2:31][CH2:30][N:29]([CH3:32])[CH2:28][CH2:27]3)[N:12]=2)[CH:5]=[CH:6][C:7]=1[O:8][CH3:9].[ClH:34].C(OCC)C. Product: [ClH:34].[Br:1][C:2]1[CH:3]=[C:4]([NH:10][C:11]2[N:16]=[C:15]([NH:17][CH:18]3[CH2:19][CH2:20][CH2:21][CH2:22][CH2:23][CH2:24]3)[N:14]=[C:13]([N:25]([CH3:33])[CH:26]3[CH2:27][CH2:28][N:29]([CH3:32])[CH2:30][CH2:31]3)[N:12]=2)[CH:5]=[CH:6][C:7]=1[O:8][CH3:9]. The catalyst class is: 5. (4) Reactant: [CH3:1][C:2]1[C:7](=[O:8])[NH:6][C:5](=[O:9])[N:4]2[CH:10]=[C:11]([C:13]([OH:15])=O)[S:12][C:3]=12.O.ON1C2C=CC=CC=2N=N1.Cl.CN(C)CCCN=C=NCC.[CH3:39][O:40][C:41]1[CH:48]=[CH:47][C:44]([CH2:45][NH2:46])=[CH:43][CH:42]=1. Product: [CH3:39][O:40][C:41]1[CH:48]=[CH:47][C:44]([CH2:45][NH:46][C:13]([C:11]2[S:12][C:3]3[N:4]([C:5](=[O:9])[NH:6][C:7](=[O:8])[C:2]=3[CH3:1])[CH:10]=2)=[O:15])=[CH:43][CH:42]=1. The catalyst class is: 9. (5) Reactant: [C:1]([O:4][CH2:5][C:6]1[C:11](Cl)=[CH:10][CH:9]=[CH:8][C:7]=1[N:13]1[N:22]=[CH:21][C:20]2[C:15](=[CH:16][CH:17]=[C:18]([C:23]([CH3:26])([CH3:25])[CH3:24])[CH:19]=2)[C:14]1=[O:27])(=[O:3])[CH3:2].[B:28]1([B:28]2[O:32][C:31]([CH3:34])([CH3:33])[C:30]([CH3:36])([CH3:35])[O:29]2)[O:32][C:31]([CH3:34])([CH3:33])[C:30]([CH3:36])([CH3:35])[O:29]1.C([O-])(=O)C.[K+].CC(C1C=C(C(C)C)C(C2C=CC=CC=2P(C2CCCCC2)C2CCCCC2)=C(C(C)C)C=1)C. Product: [C:23]([C:18]1[CH:19]=[C:20]2[C:15](=[CH:16][CH:17]=1)[C:14](=[O:27])[N:13]([C:7]1[CH:8]=[CH:9][CH:10]=[C:11]([B:28]3[O:32][C:31]([CH3:34])([CH3:33])[C:30]([CH3:36])([CH3:35])[O:29]3)[C:6]=1[CH2:5][O:4][C:1](=[O:3])[CH3:2])[N:22]=[CH:21]2)([CH3:26])([CH3:25])[CH3:24]. The catalyst class is: 167. (6) Reactant: C([O-])([O-])=O.[K+].[K+].[CH3:7][C:8]([CH3:10])=O.[OH:11][C:12]1[CH:13]=[C:14]([CH:17]=[C:18]([OH:20])[CH:19]=1)[CH2:15][OH:16].[CH2:21](Cl)[C:22]#[CH:23]. Product: [CH2:7]([O:11][C:12]1[CH:13]=[C:14]([CH:17]=[C:18]([O:20][CH2:23][C:22]#[CH:21])[CH:19]=1)[CH2:15][OH:16])[C:8]#[CH:10]. The catalyst class is: 4.